This data is from Catalyst prediction with 721,799 reactions and 888 catalyst types from USPTO. The task is: Predict which catalyst facilitates the given reaction. (1) The catalyst class is: 810. Reactant: [CH2:1]([O:8][C:9]([NH:11][CH:12]([CH2:20][NH:21][C:22]1[C:27]([O:28][CH3:29])=[C:26]([N:30]2[CH2:35][CH2:34][CH:33]([C:36]3[CH:45]=[CH:44][C:43]4[C:38](=[N:39][CH:40]=[CH:41][CH:42]=4)[N:37]=3)[CH2:32][CH2:31]2)[N:25]=[C:24]([O:46][CH3:47])[N:23]=1)[C:13]([O:15][C:16]([CH3:19])([CH3:18])[CH3:17])=[O:14])=[O:10])[C:2]1[CH:7]=[CH:6][CH:5]=[CH:4][CH:3]=1. Product: [CH2:1]([O:8][C:9]([NH:11][CH:12]([CH2:20][NH:21][C:22]1[C:27]([O:28][CH3:29])=[C:26]([N:30]2[CH2:31][CH2:32][CH:33]([C:36]3[CH:45]=[CH:44][C:43]4[CH2:42][CH2:41][CH2:40][NH:39][C:38]=4[N:37]=3)[CH2:34][CH2:35]2)[N:25]=[C:24]([O:46][CH3:47])[N:23]=1)[C:13]([O:15][C:16]([CH3:17])([CH3:18])[CH3:19])=[O:14])=[O:10])[C:2]1[CH:3]=[CH:4][CH:5]=[CH:6][CH:7]=1. (2) Reactant: [CH2:1]([O:8][C:9]1[CH:18]=[C:17]2[C:12]([C:13](Cl)=[CH:14][N:15]=[N:16]2)=[CH:11][C:10]=1[O:20][CH3:21])[C:2]1[CH:7]=[CH:6][CH:5]=[CH:4][CH:3]=1.[F:22][C:23]1[C:31]([OH:32])=[CH:30][CH:29]=[C:28]2[C:24]=1[CH:25]=[C:26]([CH3:33])[NH:27]2.C(=O)([O-])[O-].[Cs+].[Cs+]. Product: [CH2:1]([O:8][C:9]1[CH:18]=[C:17]2[C:12]([C:13]([O:32][C:31]3[C:23]([F:22])=[C:24]4[C:28](=[CH:29][CH:30]=3)[NH:27][C:26]([CH3:33])=[CH:25]4)=[CH:14][N:15]=[N:16]2)=[CH:11][C:10]=1[O:20][CH3:21])[C:2]1[CH:7]=[CH:6][CH:5]=[CH:4][CH:3]=1. The catalyst class is: 3. (3) Reactant: [CH3:1][O:2][C:3]1[CH:4]=[C:5]([CH:11]2[NH:16][CH:15]([CH2:17][NH:18][CH2:19][CH2:20]O)[CH2:14][CH2:13][CH2:12]2)[CH:6]=[CH:7][C:8]=1[O:9][CH3:10].C1(P(C2C=CC=CC=2)C2C=CC=CC=2)C=CC=CC=1.N(C(OCC)=O)=NC(OCC)=O. Product: [NH4+:16].[OH-:2].[CH3:1][O:2][C:3]1[CH:4]=[C:5]([CH:11]2[N:16]3[CH2:20][CH2:19][NH:18][CH2:17][CH:15]3[CH2:14][CH2:13][CH2:12]2)[CH:6]=[CH:7][C:8]=1[O:9][CH3:10]. The catalyst class is: 1. (4) Reactant: [Cl:1][C:2]1[CH:7]=[C:6]([Cl:8])[CH:5]=[CH:4][C:3]=1[CH:9]([F:12])[C:10]#[N:11].Cl.[OH-].[Na+]. Product: [Cl:1][C:2]1[CH:7]=[C:6]([Cl:8])[CH:5]=[CH:4][C:3]=1[CH:9]([F:12])[CH2:10][NH2:11]. The catalyst class is: 1.